The task is: Predict the reaction yield, written as a fraction of the theoretical maximum amount of product (1.0 means a 100% yield; for example, 0.34 means a 34% yield).. This data is from Reaction yield outcomes from USPTO patents with 853,638 reactions. (1) The reactants are C[O:2][C:3]([C:5]1[CH:10]=[N:9][C:8]([O:11][C:12]2[CH:13]=[C:14]([CH3:28])[C:15]3[CH:19]([CH2:20][C:21]([O:23][CH2:24][CH3:25])=[O:22])[O:18][B:17]([OH:26])[C:16]=3[CH:27]=2)=[CH:7][N:6]=1)=[O:4].[Li+].[OH-].Cl. The catalyst is C1COCC1.O. The product is [CH2:24]([O:23][C:21]([CH2:20][CH:19]1[O:18][B:17]([OH:26])[C:16]2[CH:27]=[C:12]([O:11][C:8]3[N:9]=[CH:10][C:5]([C:3]([OH:4])=[O:2])=[N:6][CH:7]=3)[CH:13]=[C:14]([CH3:28])[C:15]1=2)=[O:22])[CH3:25]. The yield is 0.920. (2) The reactants are [CH:1]1([C:7]2[N:12]([C:13]3[CH:18]=[CH:17][CH:16]=[C:15]([O:19][C:20]4[CH:25]=[CH:24][CH:23]=[CH:22][CH:21]=4)[CH:14]=3)[C:11](=[O:26])[CH:10]=[C:9]([OH:27])[N:8]=2)[CH2:6][CH2:5][CH2:4][CH2:3][CH2:2]1.[Cl-].C[Al+]C.CCCCCC.O(C1C=[C:47](C=CC=1)[NH2:48])C1C=CC=CC=1.C1(C#N)CCCCC1.C(OCC)(=O)[CH2:61][C:62]([O:64]CC)=[O:63].C[O-:72].[Na+]. The catalyst is C1(C)C=CC=CC=1.O.COCCO. The product is [CH:1]1([C:7]2[N:12]([C:13]3[CH:18]=[CH:17][CH:16]=[C:15]([O:19][C:20]4[CH:21]=[CH:22][CH:23]=[CH:24][CH:25]=4)[CH:14]=3)[C:11](=[O:26])[C:10]([C:47]([NH:48][CH2:61][C:62]([OH:64])=[O:63])=[O:72])=[C:9]([OH:27])[N:8]=2)[CH2:2][CH2:3][CH2:4][CH2:5][CH2:6]1. The yield is 0.210. (3) The reactants are [H-].[Na+].[CH3:3][O:4][C:5]1[CH:10]=[CH:9][C:8]([NH2:11])=[CH:7][CH:6]=1.[Cl:12][C:13]1[CH:18]=[CH:17][CH:16]=[C:15](Cl)[C:14]=1[N+:20]([O-:22])=[O:21].Cl. The catalyst is C1COCC1.O. The product is [Cl:12][C:13]1[C:14]([N+:20]([O-:22])=[O:21])=[C:15]([CH:16]=[CH:17][CH:18]=1)[NH:11][C:8]1[CH:9]=[CH:10][C:5]([O:4][CH3:3])=[CH:6][CH:7]=1. The yield is 0.240. (4) The catalyst is CO.[Pd]. The yield is 0.780. The reactants are [CH3:1][C@@:2]1([CH:8]=[CH:9][C:10]2[O:11][CH:12]=[CH:13][CH:14]=2)[CH2:6][O:5][C:4](=[O:7])[NH:3]1. The product is [CH3:1][C@@:2]1([CH2:8][CH2:9][C:10]2[O:11][CH:12]=[CH:13][CH:14]=2)[CH2:6][O:5][C:4](=[O:7])[NH:3]1. (5) The product is [O:29]1[C:33]2[CH:34]=[CH:35][C:36]([C:2]3[C:7](=[O:8])[N:6]([CH2:9][C:10]4[CH:15]=[CH:14][C:13]([C:16]5[C:17]([C:22]#[N:23])=[CH:18][CH:19]=[CH:20][CH:21]=5)=[CH:12][CH:11]=4)[C:5]([CH2:24][CH2:25][CH3:26])=[N:4][C:3]=3[CH2:27][CH3:28])=[CH:37][C:32]=2[CH2:31][CH2:30]1. The yield is 0.870. The catalyst is O1CCOCC1.C(OCC)(=O)C.C1C=CC(P(C2C=CC=CC=2)[C-]2C=CC=C2)=CC=1.C1C=CC(P(C2C=CC=CC=2)[C-]2C=CC=C2)=CC=1.Cl[Pd]Cl.[Fe+2]. The reactants are Br[C:2]1[C:7](=[O:8])[N:6]([CH2:9][C:10]2[CH:15]=[CH:14][C:13]([C:16]3[C:17]([C:22]#[N:23])=[CH:18][CH:19]=[CH:20][CH:21]=3)=[CH:12][CH:11]=2)[C:5]([CH2:24][CH2:25][CH3:26])=[N:4][C:3]=1[CH2:27][CH3:28].[O:29]1[C:33]2[CH:34]=[CH:35][C:36](B(O)O)=[CH:37][C:32]=2[CH2:31][CH2:30]1.C(=O)([O-])[O-].[Cs+].[Cs+]. (6) The reactants are [NH2:1][C@H:2]([C:4]1[N:9]=[C:8]2[CH:10]=[CH:11][N:12]([CH3:13])[C:7]2=[CH:6][C:5]=1[N:14]1[CH2:19][CH2:18][CH2:17][CH:16]([OH:20])[CH2:15]1)[CH3:3].[CH3:21][C:22]([O:25][C:26](O[C:26]([O:25][C:22]([CH3:24])([CH3:23])[CH3:21])=[O:27])=[O:27])([CH3:24])[CH3:23]. The catalyst is C1COCC1. The product is [OH:20][CH:16]1[CH2:17][CH2:18][CH2:19][N:14]([C:5]2[CH:6]=[C:7]3[N:12]([CH3:13])[CH:11]=[CH:10][C:8]3=[N:9][C:4]=2[C@@H:2]([NH:1][C:26](=[O:27])[O:25][C:22]([CH3:24])([CH3:23])[CH3:21])[CH3:3])[CH2:15]1. The yield is 0.386. (7) The reactants are Cl.[CH3:2][O:3][C:4]1[CH:5]=[CH:6][CH:7]=[C:8]2[C:13]=1[CH2:12][C@@H:11]([NH2:14])[CH2:10][CH2:9]2.[CH3:15][O:16][C:17]1[C:26]2[CH2:25][C@@H:24]([NH:27][C:28](=[O:33])[C:29]([F:32])([F:31])[F:30])[CH2:23][CH2:22][C:21]=2[C:20]([S:34](Cl)(=[O:36])=[O:35])=[CH:19][CH:18]=1.CCN(C(C)C)C(C)C. The catalyst is ClCCl. The product is [F:32][C:29]([F:30])([F:31])[C:28]([NH:27][C@H:24]1[CH2:23][CH2:22][C:21]2[C:26](=[C:17]([O:16][CH3:15])[CH:18]=[CH:19][C:20]=2[S:34]([NH:14][C@H:11]2[CH2:10][CH2:9][C:8]3[C:13](=[C:4]([O:3][CH3:2])[CH:5]=[CH:6][CH:7]=3)[CH2:12]2)(=[O:36])=[O:35])[CH2:25]1)=[O:33]. The yield is 0.720. (8) The reactants are Br[CH2:2][CH2:3][C:4]([F:7])([F:6])[F:5].[Br:8][C:9]1[CH:14]=[CH:13][C:12]([SH:15])=[CH:11][CH:10]=1.C(=O)([O-])[O-].[K+].[K+].O. The catalyst is CN(C=O)C. The product is [F:5][C:4]([F:7])([F:6])[CH2:3][CH2:2][S:15][C:12]1[CH:13]=[CH:14][C:9]([Br:8])=[CH:10][CH:11]=1. The yield is 0.950. (9) The reactants are Br[C:2]1[CH:3]=[CH:4][C:5]2[O:14][CH2:13][CH2:12][C:11]3[S:10][C:9]([C:15]4[N:16]([CH:20]([CH3:22])[CH3:21])[N:17]=[CH:18][N:19]=4)=[N:8][C:7]=3[C:6]=2[CH:23]=1.[F:24][C:25]1[N:30]=[CH:29][C:28](B(O)O)=[CH:27][CH:26]=1. No catalyst specified. The product is [F:24][C:25]1[N:30]=[CH:29][C:28]([C:2]2[CH:3]=[CH:4][C:5]3[O:14][CH2:13][CH2:12][C:11]4[S:10][C:9]([C:15]5[N:16]([CH:20]([CH3:22])[CH3:21])[N:17]=[CH:18][N:19]=5)=[N:8][C:7]=4[C:6]=3[CH:23]=2)=[CH:27][CH:26]=1. The yield is 0.300.